This data is from Forward reaction prediction with 1.9M reactions from USPTO patents (1976-2016). The task is: Predict the product of the given reaction. (1) The product is: [CH2:1]([O:8][C:9]([NH:11][C:12]1[CH:13]=[C:14]([S:25]([NH:28][C:47]([NH:46][C:32]2[CH:31]=[C:30]([Cl:29])[CH:45]=[CH:44][C:33]=2[C:34]([O:36][CH2:37][C:38]2[CH:43]=[CH:42][CH:41]=[CH:40][CH:39]=2)=[O:35])=[O:48])(=[O:27])=[O:26])[CH:15]=[CH:16][C:17]=1[C:18]([O:20][C:21]([CH3:24])([CH3:23])[CH3:22])=[O:19])=[O:10])[C:2]1[CH:7]=[CH:6][CH:5]=[CH:4][CH:3]=1. Given the reactants [CH2:1]([O:8][C:9]([NH:11][C:12]1[CH:13]=[C:14]([S:25]([NH2:28])(=[O:27])=[O:26])[CH:15]=[CH:16][C:17]=1[C:18]([O:20][C:21]([CH3:24])([CH3:23])[CH3:22])=[O:19])=[O:10])[C:2]1[CH:7]=[CH:6][CH:5]=[CH:4][CH:3]=1.[Cl:29][C:30]1[CH:31]=[C:32]([NH:46][C:47](OC2C=CC=CC=2)=[O:48])[C:33](=[CH:44][CH:45]=1)[C:34]([O:36][CH2:37][C:38]1[CH:43]=[CH:42][CH:41]=[CH:40][CH:39]=1)=[O:35], predict the reaction product. (2) The product is: [OH:1][C:2]1[CH:9]=[CH:8][C:5]([CH:6]=[CH:14][CH2:13][OH:12])=[CH:4][CH:3]=1. Given the reactants [OH:1][C:2]1[CH:9]=[CH:8][C:5]([CH:6]=O)=[CH:4][CH:3]=1.[OH-].[Na+].[OH:12][C:13]1C=CC(CO)=C[CH:14]=1, predict the reaction product.